This data is from Peptide-MHC class II binding affinity with 134,281 pairs from IEDB. The task is: Regression. Given a peptide amino acid sequence and an MHC pseudo amino acid sequence, predict their binding affinity value. This is MHC class II binding data. (1) The peptide sequence is IGRFYIQMCTELKLSDYEG. The MHC is DRB1_1302 with pseudo-sequence DRB1_1302. The binding affinity (normalized) is 0.270. (2) The peptide sequence is EEFCTLASRFLVEED. The binding affinity (normalized) is 0.210. The MHC is HLA-DQA10301-DQB10301 with pseudo-sequence HLA-DQA10301-DQB10301. (3) The peptide sequence is YDKFLANVSTVLTGN. The MHC is DRB1_1001 with pseudo-sequence DRB1_1001. The binding affinity (normalized) is 0.632. (4) The peptide sequence is SQDLELSWNLNGLQVY. The MHC is HLA-DQA10301-DQB10302 with pseudo-sequence HLA-DQA10301-DQB10302. The binding affinity (normalized) is 0.549. (5) The peptide sequence is GAMAKKGQEDKLRKA. The MHC is HLA-DPA10201-DPB10501 with pseudo-sequence HLA-DPA10201-DPB10501. The binding affinity (normalized) is 0.104. (6) The peptide sequence is RDGQLTIKAERTEQK. The MHC is HLA-DQA10102-DQB10602 with pseudo-sequence HLA-DQA10102-DQB10602. The binding affinity (normalized) is 0.337.